From a dataset of Full USPTO retrosynthesis dataset with 1.9M reactions from patents (1976-2016). Predict the reactants needed to synthesize the given product. Given the product [Cl:1][C:2]1[CH:28]=[CH:27][CH:26]=[C:25]([Cl:29])[C:3]=1[CH2:4][N:5]1[C:10](=[O:11])[CH2:9][NH:8][C:7]2[N:12]=[CH:13][C:14]([C:16]3[CH:24]=[CH:23][C:19]([C:20]([NH:37][CH2:36][CH2:35][N:30]4[CH2:34][CH2:33][CH2:32][CH2:31]4)=[O:22])=[CH:18][CH:17]=3)=[CH:15][C:6]1=2, predict the reactants needed to synthesize it. The reactants are: [Cl:1][C:2]1[CH:28]=[CH:27][CH:26]=[C:25]([Cl:29])[C:3]=1[CH2:4][N:5]1[C:10](=[O:11])[CH2:9][NH:8][C:7]2[N:12]=[CH:13][C:14]([C:16]3[CH:24]=[CH:23][C:19]([C:20]([OH:22])=O)=[CH:18][CH:17]=3)=[CH:15][C:6]1=2.[N:30]1([CH2:35][CH2:36][NH2:37])[CH2:34][CH2:33][CH2:32][CH2:31]1.